From a dataset of Peptide-MHC class I binding affinity with 185,985 pairs from IEDB/IMGT. Regression. Given a peptide amino acid sequence and an MHC pseudo amino acid sequence, predict their binding affinity value. This is MHC class I binding data. (1) The peptide sequence is TPMLRHTIE. The MHC is HLA-B08:01 with pseudo-sequence HLA-B08:01. The binding affinity (normalized) is 0.888. (2) The peptide sequence is WQFAIHYSF. The MHC is HLA-B08:01 with pseudo-sequence HLA-B08:01. The binding affinity (normalized) is 0.0847. (3) The peptide sequence is NKFMAILQH. The binding affinity (normalized) is 0. The MHC is HLA-A02:01 with pseudo-sequence HLA-A02:01. (4) The peptide sequence is FQAGMRLYF. The MHC is HLA-B58:01 with pseudo-sequence HLA-B58:01. The binding affinity (normalized) is 0.724. (5) The peptide sequence is FTLINWRSV. The MHC is HLA-A80:01 with pseudo-sequence HLA-A80:01. The binding affinity (normalized) is 0.0847.